This data is from Peptide-MHC class II binding affinity with 134,281 pairs from IEDB. The task is: Regression. Given a peptide amino acid sequence and an MHC pseudo amino acid sequence, predict their binding affinity value. This is MHC class II binding data. (1) The peptide sequence is DLKPGAAWTVYVGIV. The MHC is HLA-DQA10501-DQB10402 with pseudo-sequence HLA-DQA10501-DQB10402. The binding affinity (normalized) is 0.448. (2) The peptide sequence is VSLIAALKGMINLWK. The MHC is DRB1_0101 with pseudo-sequence DRB1_0101. The binding affinity (normalized) is 1.00. (3) The peptide sequence is GPVFTFLAYLVLDPL. The MHC is DRB1_1201 with pseudo-sequence DRB1_1201. The binding affinity (normalized) is 0.405. (4) The peptide sequence is SQATANPSCPEGT. The MHC is DRB1_1501 with pseudo-sequence DRB1_1501. The binding affinity (normalized) is 0.189. (5) The peptide sequence is DNACKRTYSDRGWGN. The MHC is DRB1_0401 with pseudo-sequence DRB1_0401. The binding affinity (normalized) is 0.285.